This data is from Reaction yield outcomes from USPTO patents with 853,638 reactions. The task is: Predict the reaction yield, written as a fraction of the theoretical maximum amount of product (1.0 means a 100% yield; for example, 0.34 means a 34% yield). (1) The reactants are [H-].[Na+].[CH2:3]([OH:15])[CH2:4][O:5][CH2:6][CH2:7][O:8][CH2:9][CH2:10][O:11][CH2:12][CH2:13]O.S([O-])(=O)(=O)C.[CH2:21]([O:28][CH2:29][CH2:30][O:31][CH2:32][CH2:33][O:34][CH2:35][CH2:36][O:37][CH2:38][CH2:39][OH:40])[C:22]1[CH:27]=[CH:26][CH:25]=[CH:24][CH:23]=1. The catalyst is O1CCCC1. The product is [CH2:21]([O:28][CH2:29][CH2:30][O:31][CH2:32][CH2:33][O:34][CH2:35][CH2:36][O:37][CH2:38][CH2:39][O:40][CH2:13][CH2:12][O:11][CH2:10][CH2:9][O:8][CH2:7][CH2:6][O:5][CH2:4][CH2:3][OH:15])[C:22]1[CH:23]=[CH:24][CH:25]=[CH:26][CH:27]=1. The yield is 0.340. (2) The reactants are [Cl:1][C:2]1[CH:7]=[C:6]2[NH:8][C:9](=[O:29])[C:10]3([CH:15]([C:16]4[CH:21]=[CH:20][CH:19]=[C:18]([Cl:22])[CH:17]=4)[CH2:14][C:13](=[O:23])[NH:12][CH:11]3[C:24]([CH2:27][CH3:28])=[CH:25][CH3:26])[C:5]2=[CH:4][CH:3]=1.[CH3:30][O:31][CH:32]([Si:34]([CH3:37])([CH3:36])[CH3:35])[CH3:33].[C:38]([O:42][C:43](=[O:46])[CH2:44]Br)([CH3:41])([CH3:40])[CH3:39].C(=O)([O-])[O-].[Cs+].[Cs+]. The catalyst is CN(C)C=O. The product is [C:38]([O:42][C:43]([CH2:44][N:12]1[C:13](=[O:23])[CH2:14][CH:15]([C:16]2[CH:21]=[CH:20][CH:19]=[C:18]([Cl:22])[CH:17]=2)[C:10]2([C:5]3[C:6](=[CH:7][C:2]([Cl:1])=[CH:3][CH:4]=3)[NH:8][C:9]2=[O:29])[CH:11]1[C:24]([CH2:27][CH3:28])=[CH:25][CH3:26])=[O:46])([CH3:41])([CH3:40])[CH3:39].[CH3:30][O:31][CH:32]([Si:34]([CH3:37])([CH3:36])[CH3:35])[CH3:33]. The yield is 0.370. (3) The reactants are [C:1]([CH:3]1[CH2:8][CH2:7][N:6]([C:9]([N:11]2[CH2:17][C:16]3[CH:18]=[C:19]([C:22]4[CH:27]=[CH:26][C:25]([C:28]5[N:29](C(OCC(C)C)=O)[CH:30]=[CH:31][N:32]=5)=[CH:24][CH:23]=4)[CH:20]=[CH:21][C:15]=3[O:14][CH2:13][CH2:12]2)=[O:10])[CH2:5][CH2:4]1)#[N:2].CO.C1COCC1.C(=O)([O-])[O-].[K+].[K+]. The catalyst is O. The product is [NH:29]1[CH:30]=[CH:31][N:32]=[C:28]1[C:25]1[CH:26]=[CH:27][C:22]([C:19]2[CH:20]=[CH:21][C:15]3[O:14][CH2:13][CH2:12][N:11]([C:9]([N:6]4[CH2:7][CH2:8][CH:3]([C:1]#[N:2])[CH2:4][CH2:5]4)=[O:10])[CH2:17][C:16]=3[CH:18]=2)=[CH:23][CH:24]=1. The yield is 0.650.